From a dataset of Full USPTO retrosynthesis dataset with 1.9M reactions from patents (1976-2016). Predict the reactants needed to synthesize the given product. (1) Given the product [CH2:21]([O:9][C:10]1[CH:17]=[CH:16][C:13]([CH:14]=[O:15])=[C:12]([CH3:18])[CH:11]=1)[CH:20]=[CH2:19], predict the reactants needed to synthesize it. The reactants are: C(=O)([O-])[O-].[K+].[K+].[I-].[K+].[OH:9][C:10]1[CH:17]=[CH:16][C:13]([CH:14]=[O:15])=[C:12]([CH3:18])[CH:11]=1.[CH2:19](Br)[CH:20]=[CH2:21]. (2) Given the product [F:40][C:2]([F:39])([F:1])[C:3]1[CH:4]=[C:5]([CH:32]=[C:33]([C:35]([F:37])([F:38])[F:36])[CH:34]=1)[CH2:6][N:7]([CH2:11][C:12]1[CH:13]=[C:14]2[C:29]([CH3:30])=[N:28][N:27]([CH3:31])[C:15]2=[N:16][C:17]=1[N:18]([CH2:21][CH:22]1[CH2:26][CH2:25][CH2:24][CH2:23]1)[CH2:19][CH3:20])[C:8]1[O:9][CH:34]=[C:3]([C:2]([F:40])([F:39])[F:1])[N:10]=1, predict the reactants needed to synthesize it. The reactants are: [F:1][C:2]([F:40])([F:39])[C:3]1[CH:4]=[C:5]([CH:32]=[C:33]([C:35]([F:38])([F:37])[F:36])[CH:34]=1)[CH2:6][N:7]([CH2:11][C:12]1[CH:13]=[C:14]2[C:29]([CH3:30])=[N:28][N:27]([CH3:31])[C:15]2=[N:16][C:17]=1[N:18]([CH2:21][CH:22]1[CH2:26][CH2:25][CH2:24][CH2:23]1)[CH2:19][CH3:20])[C:8]([NH2:10])=[O:9]. (3) Given the product [CH3:19][S:8]([C:5]1[CH:6]=[CH:7][C:2]([Br:1])=[CH:3][C:4]=1[Cl:12])(=[O:10])=[O:9], predict the reactants needed to synthesize it. The reactants are: [Br:1][C:2]1[CH:7]=[CH:6][C:5]([S:8](Cl)(=[O:10])=[O:9])=[C:4]([Cl:12])[CH:3]=1.[O-]S([O-])=O.[Na+].[Na+].[C:19]([O-])(O)=O.[Na+].CI. (4) Given the product [CH3:26][CH2:25][CH2:24][CH2:23][CH2:22][CH2:21][CH2:20][CH2:19][CH2:18][CH2:17][CH2:16][C:15]([O:12][CH2:11][C@H:9]([OH:10])[C@H:7]1[O:8][C:2](=[O:1])[C:3]([OH:4])=[C:5]1[OH:6])=[O:27], predict the reactants needed to synthesize it. The reactants are: [O:1]=[C:2]1[O:8][C@H:7]([C@H:9]([CH2:11][OH:12])[OH:10])[C:5]([OH:6])=[C:3]1[OH:4].[OH-].[Na+].[C:15](Cl)(=[O:27])[CH2:16][CH2:17][CH2:18][CH2:19][CH2:20][CH2:21][CH2:22][CH2:23][CH2:24][CH2:25][CH3:26].Cl. (5) Given the product [NH2:18][C@H:19]([C:24]([OH:26])=[O:25])[CH2:20][CH:21]([CH3:23])[CH3:22], predict the reactants needed to synthesize it. The reactants are: C([NH:18][C@H:19]([C:24]([OH:26])=[O:25])[CH2:20][CH:21]([CH3:23])[CH3:22])(OCC1C2C(=CC=CC=2)C2C1=CC=CC=2)=O.C(N=C=NC(C)C)(C)C.CN(C1C=CC=CN=1)C. (6) Given the product [CH3:14][O:13][C:7]1[CH:8]=[C:9]([O:11][CH3:12])[CH:10]=[C:2]2[C:3]=1[C:4](=[O:5])[NH:6][C:32]([C:29]1[N:28]=[C:27]([C:34]3[CH:44]=[CH:43][C:37]([C:38]([N:40]([CH3:42])[CH3:41])=[O:39])=[CH:36][C:35]=3[CH3:45])[C:26]([O:25][CH2:24][CH2:23][OH:22])=[CH:31][CH:30]=1)=[N:1]2, predict the reactants needed to synthesize it. The reactants are: [NH2:1][C:2]1[CH:10]=[C:9]([O:11][CH3:12])[CH:8]=[C:7]([O:13][CH3:14])[C:3]=1[C:4]([NH2:6])=[O:5].[Si]([O:22][CH2:23][CH2:24][O:25][C:26]1[C:27]([C:34]2[CH:44]=[CH:43][C:37]([C:38]([N:40]([CH3:42])[CH3:41])=[O:39])=[CH:36][C:35]=2[CH3:45])=[N:28][C:29]([CH:32]=O)=[CH:30][CH:31]=1)(C(C)(C)C)(C)C.C1(C)C=CC(S(O)(=O)=O)=CC=1.S([O-])(O)=O.[Na+]. (7) Given the product [Cl:1][C:2]1[CH:29]=[CH:28][CH:27]=[CH:26][C:3]=1[C:4]([NH:6][C@H:7]1[C:15]2[C:10](=[CH:11][CH:12]=[C:13]([C:16]([N:18]([CH3:25])[CH:19]3[CH2:20][CH2:21][N:22]([C:31]4[CH:36]=[CH:35][N+:34]([O-:37])=[CH:33][CH:32]=4)[CH2:23][CH2:24]3)=[O:17])[CH:14]=2)[CH2:9][CH2:8]1)=[O:5], predict the reactants needed to synthesize it. The reactants are: [Cl:1][C:2]1[CH:29]=[CH:28][CH:27]=[CH:26][C:3]=1[C:4]([NH:6][C@H:7]1[C:15]2[C:10](=[CH:11][CH:12]=[C:13]([C:16]([N:18]([CH3:25])[CH:19]3[CH2:24][CH2:23][NH:22][CH2:21][CH2:20]3)=[O:17])[CH:14]=2)[CH2:9][CH2:8]1)=[O:5].Cl[C:31]1[CH:36]=[CH:35][N+:34]([O-:37])=[CH:33][CH:32]=1.CCN(C(C)C)C(C)C.